Dataset: Full USPTO retrosynthesis dataset with 1.9M reactions from patents (1976-2016). Task: Predict the reactants needed to synthesize the given product. (1) The reactants are: [OH:1][C:2]1[CH:10]=[CH:9][C:5]([C:6]([OH:8])=[O:7])=[C:4]([CH3:11])[CH:3]=1.C(=O)([O-])O.[K+].[CH2:17](Br)[C:18]1[CH:23]=[CH:22][CH:21]=[CH:20][CH:19]=1.O. Given the product [OH:1][C:2]1[CH:10]=[CH:9][C:5]([C:6]([O:8][CH2:17][C:18]2[CH:23]=[CH:22][CH:21]=[CH:20][CH:19]=2)=[O:7])=[C:4]([CH3:11])[CH:3]=1, predict the reactants needed to synthesize it. (2) Given the product [CH2:22]([N:29]([CH2:1][C@@H:2]([OH:4])[CH3:3])[C:30](=[O:31])[O:32][C:33]([CH3:34])([CH3:36])[CH3:35])[C:23]1[CH:28]=[CH:27][CH:26]=[CH:25][CH:24]=1, predict the reactants needed to synthesize it. The reactants are: [CH2:1]1[O:4][C@H:2]1[CH3:3].[O-]S(C(F)(F)F)(=O)=O.[Ca+2].[O-]S(C(F)(F)F)(=O)=O.[CH2:22]([NH2:29])[C:23]1[CH:28]=[CH:27][CH:26]=[CH:25][CH:24]=1.[C:30](O[C:30]([O:32][C:33]([CH3:36])([CH3:35])[CH3:34])=[O:31])([O:32][C:33]([CH3:36])([CH3:35])[CH3:34])=[O:31]. (3) The reactants are: [CH2:1]([O:3][C:4]([C:6]1[C:10](=[O:11])[O:9][NH:8][CH:7]=1)=[O:5])[CH3:2].[CH:12]1[CH:17]=[CH:16][C:15]([O:18][C:19](Cl)=[S:20])=[CH:14][CH:13]=1.N1C=CC=CC=1.O. Given the product [CH2:1]([O:3][C:4]([C:6]1[C:10](=[O:11])[O:9][N:8]([C:19]([O:18][C:15]2[CH:16]=[CH:17][CH:12]=[CH:13][CH:14]=2)=[S:20])[CH:7]=1)=[O:5])[CH3:2], predict the reactants needed to synthesize it. (4) Given the product [Br:1][C:2]1[C:3]([S:9]([NH:12][C:13]2[CH:21]=[CH:20][C:16]([C:17]([O:19][CH:24]3[CH2:28][CH2:27][O:26][CH2:25]3)=[O:18])=[C:15]([OH:22])[CH:14]=2)(=[O:10])=[O:11])=[C:4]([Cl:8])[S:5][C:6]=1[Cl:7], predict the reactants needed to synthesize it. The reactants are: [Br:1][C:2]1[C:3]([S:9]([NH:12][C:13]2[CH:21]=[CH:20][C:16]([C:17]([OH:19])=[O:18])=[C:15]([OH:22])[CH:14]=2)(=[O:11])=[O:10])=[C:4]([Cl:8])[S:5][C:6]=1[Cl:7].O[CH:24]1[CH2:28][CH2:27][O:26][CH2:25]1. (5) Given the product [CH3:39][O:38][C:36](=[O:37])[C:33]1[CH:32]=[CH:31][C:30]([O:8][C:6]2[CH:5]=[CH:4][C:3]([CH:9]([CH3:28])[C:10]([OH:15])([C:16]3[CH:17]=[CH:18][C:19]4[O:24][CH2:23][C:22](=[O:25])[N:21]([CH3:26])[C:20]=4[CH:27]=3)[C:11]([F:12])([F:13])[F:14])=[C:2]([Cl:1])[CH:7]=2)=[N:35][CH:34]=1, predict the reactants needed to synthesize it. The reactants are: [Cl:1][C:2]1[CH:7]=[C:6]([OH:8])[CH:5]=[CH:4][C:3]=1[CH:9]([CH3:28])[C:10]([C:16]1[CH:17]=[CH:18][C:19]2[O:24][CH2:23][C:22](=[O:25])[N:21]([CH3:26])[C:20]=2[CH:27]=1)([OH:15])[C:11]([F:14])([F:13])[F:12].Cl[C:30]1[N:35]=[CH:34][C:33]([C:36]([O:38][CH3:39])=[O:37])=[CH:32][CH:31]=1.C(=O)([O-])[O-].[K+].[K+]. (6) Given the product [NH2:1][C:2]1[C:7]([F:8])=[C:6]([C:9]2[CH:14]=[CH:13][C:12]([C:15]#[CH:23])=[CH:11][CH:10]=2)[N:5]=[C:4]([C:17]([O:19][CH3:20])=[O:18])[C:3]=1[O:21][CH3:22], predict the reactants needed to synthesize it. The reactants are: [NH2:1][C:2]1[C:7]([F:8])=[C:6]([C:9]2[CH:14]=[CH:13][C:12]([CH:15]=O)=[CH:11][CH:10]=2)[N:5]=[C:4]([C:17]([O:19][CH3:20])=[O:18])[C:3]=1[O:21][CH3:22].[C:23]([O-])([O-])=O.[K+].[K+].CO.[N+](=C(P(=O)(OC)OC)C(=O)C)=[N-]. (7) Given the product [N:3]1[CH:4]=[CH:5][CH:6]=[CH:7][C:2]=1[NH:1][C:15](=[O:20])[CH:16]([CH3:18])[CH3:17], predict the reactants needed to synthesize it. The reactants are: [NH2:1][C:2]1[CH:7]=[CH:6][CH:5]=[CH:4][N:3]=1.C(N(CC)CC)C.[C:15](Cl)(=[O:20])[C:16](C)([CH3:18])[CH3:17].